From a dataset of NCI-60 drug combinations with 297,098 pairs across 59 cell lines. Regression. Given two drug SMILES strings and cell line genomic features, predict the synergy score measuring deviation from expected non-interaction effect. (1) Drug 1: C1C(C(OC1N2C=C(C(=O)NC2=O)F)CO)O. Drug 2: C(CCl)NC(=O)N(CCCl)N=O. Cell line: NCI-H226. Synergy scores: CSS=1.88, Synergy_ZIP=-1.46, Synergy_Bliss=-1.71, Synergy_Loewe=-0.772, Synergy_HSA=-1.17. (2) Drug 2: C1=CC=C(C=C1)NC(=O)CCCCCCC(=O)NO. Drug 1: CN1CCC(CC1)COC2=C(C=C3C(=C2)N=CN=C3NC4=C(C=C(C=C4)Br)F)OC. Synergy scores: CSS=55.5, Synergy_ZIP=-1.10, Synergy_Bliss=0.998, Synergy_Loewe=-5.91, Synergy_HSA=1.69. Cell line: IGROV1. (3) Drug 1: C1=CN(C(=O)N=C1N)C2C(C(C(O2)CO)O)O.Cl. Drug 2: CN(CCCl)CCCl.Cl. Cell line: UACC-257. Synergy scores: CSS=11.8, Synergy_ZIP=-4.78, Synergy_Bliss=-4.59, Synergy_Loewe=-1.93, Synergy_HSA=-1.39. (4) Drug 1: C1CCC(C1)C(CC#N)N2C=C(C=N2)C3=C4C=CNC4=NC=N3. Drug 2: C1=CC(=CC=C1CCCC(=O)O)N(CCCl)CCCl. Cell line: A549. Synergy scores: CSS=28.9, Synergy_ZIP=-1.62, Synergy_Bliss=1.25, Synergy_Loewe=-1.54, Synergy_HSA=2.25.